Dataset: Retrosynthesis with 50K atom-mapped reactions and 10 reaction types from USPTO. Task: Predict the reactants needed to synthesize the given product. Given the product CCOC(=O)C(C)(C)Oc1ccc(OCc2cnc(-c3ccc(OC(F)(F)F)cc3)cc2C(F)(F)F)cc1C, predict the reactants needed to synthesize it. The reactants are: CCOC(=O)C(C)(C)Oc1ccc(O)cc1C.OCc1cnc(-c2ccc(OC(F)(F)F)cc2)cc1C(F)(F)F.